From a dataset of Full USPTO retrosynthesis dataset with 1.9M reactions from patents (1976-2016). Predict the reactants needed to synthesize the given product. (1) Given the product [Br:1][C:2]1[C:3]([O:13][CH3:12])=[C:4]2[CH:10]=[CH:9][NH:8][C:5]2=[N:6][CH:7]=1, predict the reactants needed to synthesize it. The reactants are: [Br:1][C:2]1[C:3](Cl)=[C:4]2[CH:10]=[CH:9][NH:8][C:5]2=[N:6][CH:7]=1.[CH3:12][O-:13].[Na+]. (2) The reactants are: [BH4-].[Na+].[NH2:3][C:4]1[N:9]=[C:8]([CH3:10])[C:7]([CH:11]=[O:12])=[C:6]([NH:13][CH2:14][CH2:15][CH2:16][CH2:17][CH3:18])[N:5]=1. Given the product [NH2:3][C:4]1[N:9]=[C:8]([CH3:10])[C:7]([CH2:11][OH:12])=[C:6]([NH:13][CH2:14][CH2:15][CH2:16][CH2:17][CH3:18])[N:5]=1, predict the reactants needed to synthesize it. (3) Given the product [I:1][C:2]1[CH:3]=[CH:4][C:5]([O:10][CH:11]2[CH2:16][CH2:15][O:14][CH2:13][CH2:12]2)=[C:6]([CH:7]=[N:24][C:25]([O:69][Si:42]([CH3:44])([CH3:43])[CH3:41])=[CH2:26])[CH:9]=1, predict the reactants needed to synthesize it. The reactants are: [I:1][C:2]1[CH:3]=[CH:4][C:5]([O:10][CH:11]2[CH2:16][CH2:15][O:14][CH2:13][CH2:12]2)=[C:6]([CH:9]=1)[CH:7]=O.C(OC([N:24]1CCC(COC2C=CC(I)=CC=2C=O)[CH2:26][CH2:25]1)=O)(C)(C)C.[CH3:41][Si:42](N[Si:42]([CH3:44])([CH3:43])[CH3:41])([CH3:44])[CH3:43].C([Li])CCC.C[Si](Cl)(C)C.C(N(CC)CC)C.C(Cl)(=[O:69])C. (4) Given the product [CH2:1]([O:3][C:4](=[O:21])[C:5]([O:7][C:8]1[CH:13]=[C:12]([C:14]([F:15])([F:17])[F:16])[CH:11]=[C:10]([N:18]([C:32](=[O:33])[CH2:31][C:30]2[C:25]([CH:22]3[CH2:23][CH2:24]3)=[N:26][C:27]([C:35]3[CH:36]=[CH:37][C:38]([C:41]([F:44])([F:43])[F:42])=[CH:39][CH:40]=3)=[N:28][CH:29]=2)[CH3:19])[CH:9]=1)([CH3:20])[CH3:6])[CH3:2], predict the reactants needed to synthesize it. The reactants are: [CH2:1]([O:3][C:4](=[O:21])[C:5]([CH3:20])([O:7][C:8]1[CH:13]=[C:12]([C:14]([F:17])([F:16])[F:15])[CH:11]=[C:10]([NH:18][CH3:19])[CH:9]=1)[CH3:6])[CH3:2].[CH:22]1([C:25]2[C:30]([CH2:31][C:32](O)=[O:33])=[CH:29][N:28]=[C:27]([C:35]3[CH:40]=[CH:39][C:38]([C:41]([F:44])([F:43])[F:42])=[CH:37][CH:36]=3)[N:26]=2)[CH2:24][CH2:23]1.ClCC1C(C2CC2)=NC(C2C=CC(C(F)(F)F)=CC=2)=NC=1.